From a dataset of Full USPTO retrosynthesis dataset with 1.9M reactions from patents (1976-2016). Predict the reactants needed to synthesize the given product. (1) Given the product [C:1]([O:9][C@@H:10]1[O:24][C@@H:23]([C:25](=[S:35](=[O:37])=[O:36])[O:26][C:27](=[O:34])[C:28]2[CH:29]=[CH:30][CH:31]=[CH:32][CH:33]=2)[C@H:13]([O:14][C:15](=[O:22])[C:16]2[CH:21]=[CH:20][CH:19]=[CH:18][CH:17]=2)[C@@H:11]1[O:12][C:41]1[NH:40][CH:44]=[CH:43][N:42]=1)(=[O:8])[C:2]1[CH:7]=[CH:6][CH:5]=[CH:4][CH:3]=1, predict the reactants needed to synthesize it. The reactants are: [C:1]([O:9][C@@H:10]1[O:24][C@@H:23]([CH2:25][O:26][C:27](=[O:34])[C:28]2[CH:33]=[CH:32][CH:31]=[CH:30][CH:29]=2)[C@H:13]([O:14][C:15](=[O:22])[C:16]2[CH:21]=[CH:20][CH:19]=[CH:18][CH:17]=2)[C@@H:11]1[OH:12])(=[O:8])[C:2]1[CH:7]=[CH:6][CH:5]=[CH:4][CH:3]=1.[S:35](Cl)(Cl)(=[O:37])=[O:36].[NH:40]1[CH:44]=[CH:43][N:42]=[CH:41]1. (2) Given the product [NH2:18][CH:10]([CH2:9][CH2:8][C:5]1[CH:6]=[CH:7][C:2]([Cl:1])=[CH:3][CH:4]=1)[C:16]#[N:17], predict the reactants needed to synthesize it. The reactants are: [Cl:1][C:2]1[CH:7]=[CH:6][C:5]([CH2:8][CH2:9][CH:10]=O)=[CH:4][CH:3]=1.C[Si]([C:16]#[N:17])(C)C.[NH3:18].CO. (3) Given the product [NH2:1][C:2]1[CH:3]=[C:4]([C:5]([N:28]2[CH2:27][CH2:26][CH:25]([C:22]3[CH:21]=[CH:20][C:19]([C:17]4[CH:16]=[N:15][N:14]([CH3:13])[CH:18]=4)=[CH:24][CH:23]=3)[CH2:30][CH2:29]2)=[O:7])[CH:8]=[CH:9][C:10]=1[CH2:11][CH3:12], predict the reactants needed to synthesize it. The reactants are: [NH2:1][C:2]1[CH:3]=[C:4]([CH:8]=[CH:9][C:10]=1[CH2:11][CH3:12])[C:5]([OH:7])=O.[CH3:13][N:14]1[CH:18]=[C:17]([C:19]2[CH:24]=[CH:23][C:22]([CH:25]3[CH2:30][CH2:29][NH:28][CH2:27][CH2:26]3)=[CH:21][CH:20]=2)[CH:16]=[N:15]1.C(N(CC)C(C)C)(C)C.CN(C(ON1N=NC2C=CC=CC1=2)=[N+](C)C)C.F[P-](F)(F)(F)(F)F.C([O-])([O-])=O.[Na+].[Na+]. (4) Given the product [Cl:1][C:2]1[CH:7]=[C:6]([O:8][CH:16]([F:21])[F:20])[CH:5]=[CH:4][N:3]=1, predict the reactants needed to synthesize it. The reactants are: [Cl:1][C:2]1[CH:7]=[C:6]([OH:8])[CH:5]=[CH:4][N:3]=1.C([O-])([O-])=O.[K+].[K+].Cl[C:16]([F:21])([F:20])C(O)=O. (5) Given the product [C:1]([C:5]1[CH:10]=[CH:9][C:8]([C:11]2[N:12]=[C:13]3[CH:18]=[CH:17][CH:16]=[C:15]([N:19]4[CH2:24][CH2:23][N:22]([CH2:27][C:28]5[CH:29]=[C:30]6[C:35](=[CH:36][CH:37]=5)[N:34]=[CH:33][CH:32]=[N:31]6)[CH2:21][CH2:20]4)[N:14]3[CH:25]=2)=[CH:7][CH:6]=1)([CH3:4])([CH3:2])[CH3:3], predict the reactants needed to synthesize it. The reactants are: [C:1]([C:5]1[CH:10]=[CH:9][C:8]([C:11]2[N:12]=[C:13]3[CH:18]=[CH:17][CH:16]=[C:15]([N:19]4[CH2:24][CH2:23][NH:22][CH2:21][CH2:20]4)[N:14]3[CH:25]=2)=[CH:7][CH:6]=1)([CH3:4])([CH3:3])[CH3:2].Br[CH2:27][C:28]1[CH:29]=[C:30]2[C:35](=[CH:36][CH:37]=1)[N:34]=[CH:33][CH:32]=[N:31]2.C(N(C(C)C)CC)(C)C. (6) Given the product [N:1]1[CH:6]=[CH:5][CH:4]=[C:3]([C:7]2[O:8][C:9]3[CH:15]=[CH:14][C:13]([CH2:16][C:17]([OH:19])=[O:18])=[CH:12][C:10]=3[CH:11]=2)[CH:2]=1, predict the reactants needed to synthesize it. The reactants are: [N:1]1[CH:6]=[CH:5][CH:4]=[C:3]([C:7]2[O:8][C:9]3[CH:15]=[CH:14][C:13]([CH2:16][C:17]([O:19]C)=[O:18])=[CH:12][C:10]=3[CH:11]=2)[CH:2]=1.[OH-].[Na+].Cl. (7) The reactants are: C([C:2]1[CH:7]=[C:6]([CH3:8])[CH:5]=[C:4]([C:9]([CH3:10])([CH3:12])[CH3:11])[C:3]=1[OH:13])[C:2]1[CH:7]=[C:6]([CH3:8])[CH:5]=[C:4]([C:9]([CH3:12])([CH3:11])[CH3:10])[C:3]=1[OH:13].[CH3:26][C:27]1[CH:32]=[C:32](O)[C:27]([C:26](C)(C)C)=[CH:28][C:28]=1[CH:26]([C:27]1[CH:32]=C(C(C)(C)C)C(O)=C[C:28]=1C)C[CH:26]([C:27]1[CH:32]=C(C(C)(C)C)C(O)=C[C:28]=1C)C. Given the product [C:27]([C:2]1[CH:7]=[C:6]([CH3:8])[CH:5]=[C:4]([C:9]([CH3:12])([CH3:10])[CH3:11])[C:3]=1[OH:13])([CH3:32])([CH3:28])[CH3:26], predict the reactants needed to synthesize it. (8) Given the product [CH2:1]([N:8]1[CH2:12][C@@H:11]2[C@@H:13]([NH:16][C:24](=[O:25])[CH:23]([CH:17]3[CH2:22][CH2:21][CH2:20][CH2:19][CH2:18]3)[CH:27]3[CH2:28][CH2:4][CH2:3][CH2:2][CH2:1]3)[CH2:14][CH2:15][C@@H:10]2[CH2:9]1)[C:2]1[CH:3]=[CH:4][CH:5]=[CH:6][CH:7]=1, predict the reactants needed to synthesize it. The reactants are: [CH2:1]([N:8]1[CH2:12][C@H:11]2[C@H:13]([NH2:16])[CH2:14][CH2:15][C@H:10]2[CH2:9]1)[C:2]1[CH:7]=[CH:6][CH:5]=[CH:4][CH:3]=1.[C:17]1([C@H:23]([CH2:27][CH3:28])[C:24](O)=[O:25])[CH:22]=[CH:21][CH:20]=[CH:19][CH:18]=1.